This data is from CYP2D6 inhibition data for predicting drug metabolism from PubChem BioAssay. The task is: Regression/Classification. Given a drug SMILES string, predict its absorption, distribution, metabolism, or excretion properties. Task type varies by dataset: regression for continuous measurements (e.g., permeability, clearance, half-life) or binary classification for categorical outcomes (e.g., BBB penetration, CYP inhibition). Dataset: cyp2d6_veith. (1) The drug is CCOC(=O)Cc1csc(NC(=O)c2c(-c3c(Cl)cccc3Cl)noc2C)n1. The result is 0 (non-inhibitor). (2) The compound is CCCCCCCC/C=C\CCCCCCCC(=O)NCCc1ccc(O)c(O)c1. The result is 0 (non-inhibitor). (3) The drug is O=C1C2=C(Nc3cc([N+](=O)[O-])ccc3N2)O[C@@H]1c1c[nH]c2ccc(COc3ccccc3)cc12. The result is 0 (non-inhibitor). (4) The compound is CCOc1ccc(Cc2nc3cc(N=C=S)ccc3n2CCN(CC)CC)cc1. The result is 1 (inhibitor).